This data is from Reaction yield outcomes from USPTO patents with 853,638 reactions. The task is: Predict the reaction yield, written as a fraction of the theoretical maximum amount of product (1.0 means a 100% yield; for example, 0.34 means a 34% yield). (1) The reactants are C(OC([N:8]1[CH2:11][C:10]([O:13][C:14]2[CH:15]=[C:16]3[C:25](=[CH:26][C:27]=2[CH:28]([CH3:30])[CH3:29])[O:24][CH2:23][C:22]2[N:17]3[CH:18]([CH3:32])[C:19](=[O:31])[NH:20][N:21]=2)([CH3:12])[CH2:9]1)=O)(C)(C)C.[C:33]([OH:39])([C:35]([F:38])([F:37])[F:36])=[O:34]. The catalyst is C(Cl)Cl. The product is [F:36][C:35]([F:38])([F:37])[C:33]([OH:39])=[O:34].[CH:28]([C:27]1[CH:26]=[C:25]2[C:16]([N:17]3[C:22]([CH2:23][O:24]2)=[N:21][NH:20][C:19](=[O:31])[CH:18]3[CH3:32])=[CH:15][C:14]=1[O:13][C:10]1([CH3:12])[CH2:9][NH:8][CH2:11]1)([CH3:30])[CH3:29]. The yield is 0.820. (2) The reactants are C([N:4]1[CH2:9][CH2:8][N:7]([C:10]2[CH:11]=[C:12]([CH3:37])[C:13]3[N:17]=[C:16]([C:18]4[C:19](=[O:35])[NH:20][CH:21]=[CH:22][C:23]=4[NH:24][C@H:25]([CH2:33][OH:34])[CH2:26][C:27]4[CH:32]=[CH:31][CH:30]=[CH:29][CH:28]=4)[NH:15][C:14]=3[CH:36]=2)[CH2:6][CH2:5]1)(=O)C.O. The catalyst is Cl.O1CCOCC1. The product is [OH:34][CH2:33][C@@H:25]([NH:24][C:23]1[CH:22]=[CH:21][NH:20][C:19](=[O:35])[C:18]=1[C:16]1[NH:15][C:14]2[CH:36]=[C:10]([N:7]3[CH2:6][CH2:5][NH:4][CH2:9][CH2:8]3)[CH:11]=[C:12]([CH3:37])[C:13]=2[N:17]=1)[CH2:26][C:27]1[CH:28]=[CH:29][CH:30]=[CH:31][CH:32]=1. The yield is 1.00. (3) The reactants are ClC(Cl)(O[C:5](=[O:11])OC(Cl)(Cl)Cl)Cl.[Br:13][C:14]1[C:15]([CH3:21])=[C:16]([CH:18]=[CH:19][CH:20]=1)[NH2:17].CCN(C(C)C)C(C)C. The catalyst is C1(C)C=CC=CC=1. The product is [Br:13][C:14]1[CH:20]=[CH:19][CH:18]=[C:16]([N:17]=[C:5]=[O:11])[C:15]=1[CH3:21]. The yield is 0.980.